This data is from Forward reaction prediction with 1.9M reactions from USPTO patents (1976-2016). The task is: Predict the product of the given reaction. (1) Given the reactants [C:1]([O:5][C:6]([N:8]1[CH2:12][C@@H:11]([N:13]=[N+]=[N-])[CH2:10][C@H:9]1[CH2:16][OH:17])=[O:7])([CH3:4])([CH3:3])[CH3:2], predict the reaction product. The product is: [C:1]([O:5][C:6]([N:8]1[CH2:12][C@@H:11]([NH2:13])[CH2:10][C@H:9]1[CH2:16][OH:17])=[O:7])([CH3:4])([CH3:3])[CH3:2]. (2) Given the reactants [C:1]([O:5][C:6]([N:8]1[CH2:14][CH2:13][CH2:12][N:11]2[N:15]=[C:16]([C:18]([OH:20])=O)[CH:17]=[C:10]2[CH2:9]1)=[O:7])([CH3:4])([CH3:3])[CH3:2].Cl.[CH:22]12[NH:30][CH:26]([CH2:27][CH2:28][CH2:29]1)[CH2:25][CH:24]([C:31]([O:33]CC)=[O:32])[CH2:23]2.CN(C(ON1N=NC2C=CC=NC1=2)=[N+](C)C)C.F[P-](F)(F)(F)(F)F.CCN(C(C)C)C(C)C, predict the reaction product. The product is: [C:1]([O:5][C:6]([N:8]1[CH2:14][CH2:13][CH2:12][N:11]2[N:15]=[C:16]([C:18]([N:30]3[CH:22]4[CH2:29][CH2:28][CH2:27][CH:26]3[CH2:25][CH:24]([C:31]([OH:33])=[O:32])[CH2:23]4)=[O:20])[CH:17]=[C:10]2[CH2:9]1)=[O:7])([CH3:2])([CH3:3])[CH3:4]. (3) Given the reactants [ClH:1].[OH:2][CH:3]([CH2:18][O:19][C:20]1[CH:25]=[CH:24][CH:23]=[CH:22][C:21]=1C)[CH2:4][NH:5][C:6]([CH3:17])([CH3:16])[CH2:7][C:8]1[CH:13]=[CH:12][C:11]([O:14][CH3:15])=[CH:10][CH:9]=1.Cl.[OH:28][CH:29](COC1C=CC(OC)=CC=1)CNC(C)(C)CC1C=CC(OC)=CC=1.Cl.[OH:55][CH:56](COC1C=CC=C(C(F)(F)F)C=1)CNC(C)(C)CC1C=CC(OC)=CC=1, predict the reaction product. The product is: [ClH:1].[OH:2][CH:3]([CH2:18][O:19][C:20]1[CH:25]=[C:24]([O:28][CH3:29])[CH:23]=[C:22]([O:55][CH3:56])[CH:21]=1)[CH2:4][NH:5][C:6]([CH3:17])([CH3:16])[CH2:7][C:8]1[CH:13]=[CH:12][C:11]([O:14][CH3:15])=[CH:10][CH:9]=1. (4) Given the reactants S(=O)(=O)(O)O.[CH:6]1[C:19]2[C:18](=[O:20])[C:17]3[C:12](=[CH:13][CH:14]=[CH:15][CH:16]=3)[C:11](=[O:21])[C:10]=2[CH:9]=[CH:8][CH:7]=1.[N-:22]=[N+]=[N-].[Na+], predict the reaction product. The product is: [CH:6]1[C:19]2[C:18](=[O:20])[C:17]3[CH:16]=[CH:15][CH:14]=[CH:13][C:12]=3[C:11](=[O:21])[NH:22][C:10]=2[CH:9]=[CH:8][CH:7]=1. (5) The product is: [F:48][C:49]1[CH:56]=[CH:55][C:17]([CH:16]2[C:11]3[C:12](=[CH:13][C:8]([CH2:7][OH:6])=[CH:9][CH:10]=3)[CH2:14][O:15]2)=[CH:51][CH:50]=1. Given the reactants C(OC([O:6][CH2:7][C:8]1[CH:13]=[C:12]([CH2:14][O:15][CH:16](OCC)[CH3:17])[CH:11]=[CH:10][C:9]=1Br)C)C.C(OCCOCC1C=CC=C(COCCOCC)C=1Br)C.C([Li])CCC.[F:48][C:49]1[CH:56]=[CH:55]C(C=O)=[CH:51][CH:50]=1.[Cl-].[NH4+], predict the reaction product.